From a dataset of Full USPTO retrosynthesis dataset with 1.9M reactions from patents (1976-2016). Predict the reactants needed to synthesize the given product. (1) Given the product [CH3:18][S:17][C:12]1[CH:13]=[CH:14][CH:15]=[C:16]2[C:11]=1[NH:10][CH:9]=[CH:5][C:6]2=[O:8], predict the reactants needed to synthesize it. The reactants are: CC1(C)O[C:6](=[O:8])[C:5](=[CH:9][NH:10][C:11]2[CH:16]=[CH:15][CH:14]=[CH:13][C:12]=2[S:17][CH3:18])C(=O)O1.C1(OC2C=CC=CC=2)C=CC=CC=1. (2) Given the product [NH2:12][C:2]1[N:7]=[C:6]([C:8]([NH2:9])=[O:13])[CH:5]=[CH:4][C:3]=1[CH3:11], predict the reactants needed to synthesize it. The reactants are: Br[C:2]1[N:7]=[C:6]([C:8](=N)[NH2:9])[CH:5]=[CH:4][C:3]=1[CH3:11].[NH3:12].[OH2:13]. (3) Given the product [Cl:3][C:4]1[CH:9]=[CH:8][C:7]([N:10]2[C:11](=[O:12])[N:13]([C:14](=[O:23])[C:15]3[C:20]([F:21])=[CH:19][CH:18]=[CH:17][C:16]=3[F:22])[CH2:28][S:27][CH2:25]2)=[CH:6][CH:5]=1, predict the reactants needed to synthesize it. The reactants are: [H-].[Na+].[Cl:3][C:4]1[CH:9]=[CH:8][C:7]([NH:10][C:11]([NH:13][C:14](=[O:23])[C:15]2[C:20]([F:21])=[CH:19][CH:18]=[CH:17][C:16]=2[F:22])=[O:12])=[CH:6][CH:5]=1.I[CH:25]([S:27][CH:28](I)I)I.[Cl-].[NH4+]. (4) Given the product [CH3:34][O:35][C:1](=[NH:2])[C:3]1[CH:8]=[CH:7][CH:6]=[C:5]([NH:9][C:10]([NH:11][C:12]2[CH:17]=[CH:16][C:15]([S:18](=[O:19])(=[O:20])[NH:21][CH2:22][C:23]3[C:28]([F:29])=[CH:27][CH:26]=[C:25]([F:30])[C:24]=3[F:31])=[CH:14][CH:13]=2)=[O:32])[CH:4]=1, predict the reactants needed to synthesize it. The reactants are: [C:1]([C:3]1[CH:4]=[C:5]([NH:9][C:10](=[O:32])[NH:11][C:12]2[CH:17]=[CH:16][C:15]([S:18]([NH:21][CH2:22][C:23]3[C:28]([F:29])=[CH:27][CH:26]=[C:25]([F:30])[C:24]=3[F:31])(=[O:20])=[O:19])=[CH:14][CH:13]=2)[CH:6]=[CH:7][CH:8]=1)#[N:2].Cl.[CH3:34][OH:35]. (5) Given the product [C:2]([O:5][C:6]([N:8]1[CH2:9][CH2:10][CH2:11][CH2:12][C@@H:13]1[C:14](=[O:16])[NH:59][C:50](=[N:49][OH:48])[C:51]1[CH:52]=[CH:53][C:54]([O:57][CH3:58])=[CH:55][CH:56]=1)=[O:7])([CH3:1])([CH3:3])[CH3:4], predict the reactants needed to synthesize it. The reactants are: [CH3:1][C:2]([O:5][C:6]([N:8]1[C@@H:13]([C:14]([OH:16])=O)[CH2:12][CH2:11][CH2:10][CH2:9]1)=[O:7])([CH3:4])[CH3:3].F[P-](F)(F)(F)(F)F.CN(C(=[N+](C)C)ON1C2=NC=CC=C2N=N1)C.C(NC(C)C)(C)C.[OH:48][NH:49][C:50](=[NH:59])[C:51]1[CH:56]=[CH:55][C:54]([O:57][CH3:58])=[CH:53][CH:52]=1. (6) Given the product [OH:3][NH:2][C:8](=[O:7])[CH:9]=[CH:10][C:11]1[CH:16]=[CH:15][CH:14]=[C:13]([NH:17][C:18](=[O:27])[CH:19]=[CH:20][C:21]2[CH:26]=[CH:25][CH:24]=[CH:23][CH:22]=2)[CH:12]=1, predict the reactants needed to synthesize it. The reactants are: Cl.[NH2:2][OH:3].[OH-].[Na+].C[O:7][C:8](=O)[CH:9]=[CH:10][C:11]1[CH:16]=[CH:15][CH:14]=[C:13]([NH:17][C:18](=[O:27])[CH:19]=[CH:20][C:21]2[CH:26]=[CH:25][CH:24]=[CH:23][CH:22]=2)[CH:12]=1. (7) Given the product [CH2:1]([O:8][CH2:9][CH2:10][CH2:11][CH2:12][CH2:13][CH:14]=[O:25])[C:2]1[CH:7]=[CH:6][CH:5]=[CH:4][CH:3]=1, predict the reactants needed to synthesize it. The reactants are: [CH2:1]([O:8][CH2:9][C:10]1C=[CH:14][CH:13]=[CH:12][CH:11]=1)[C:2]1[CH:7]=[CH:6][CH:5]=[CH:4][CH:3]=1.IC1C=CC=C(CC([O-])=[O:25])C=1CC([O-])=O.